From a dataset of Full USPTO retrosynthesis dataset with 1.9M reactions from patents (1976-2016). Predict the reactants needed to synthesize the given product. (1) Given the product [Cl:1][C:2]1[CH:3]=[C:4]([S:9]([NH2:12])(=[O:11])=[O:10])[CH:5]=[N:6][C:7]=1[NH:22][CH:19]1[CH2:20][CH2:21][N:16]([CH:13]2[CH2:15][CH2:14]2)[CH2:17][CH2:18]1, predict the reactants needed to synthesize it. The reactants are: [Cl:1][C:2]1[CH:3]=[C:4]([S:9]([NH2:12])(=[O:11])=[O:10])[CH:5]=[N:6][C:7]=1Cl.[CH:13]1([N:16]2[CH2:21][CH2:20][CH:19]([NH2:22])[CH2:18][CH2:17]2)[CH2:15][CH2:14]1.C(N(CC)C(C)C)(C)C. (2) Given the product [F:16][C:17]1[CH:22]=[CH:21][C:20]2[NH:23][C:14]([C:12]3[NH:11][N:10]=[C:9]([C:6]4[CH:7]=[CH:8][C:3]([O:2][CH3:1])=[CH:4][CH:5]=4)[CH:13]=3)=[N:24][C:19]=2[CH:18]=1, predict the reactants needed to synthesize it. The reactants are: [CH3:1][O:2][C:3]1[CH:8]=[CH:7][C:6]([C:9]2[CH:13]=[C:12]([CH:14]=O)[NH:11][N:10]=2)=[CH:5][CH:4]=1.[F:16][C:17]1[CH:18]=[C:19]([NH2:24])[C:20]([NH2:23])=[CH:21][CH:22]=1. (3) Given the product [C:1]([O:5][CH:6]([C:10]1[C:19]([CH3:20])=[CH:18][C:17]2[C:12](=[CH:13][CH:14]=[C:15]([CH3:21])[CH:16]=2)[C:11]=1[C:27]1[CH:28]=[CH:29][C:30]([Cl:33])=[CH:31][CH:32]=1)[C:7]([OH:9])=[O:8])([CH3:4])([CH3:2])[CH3:3], predict the reactants needed to synthesize it. The reactants are: [C:1]([O:5][C@@H:6]([C:10]1[C:19]([CH3:20])=[CH:18][C:17]2[C:12](=[CH:13][CH:14]=[C:15]([C:21]3C=CN=CC=3)[CH:16]=2)[C:11]=1[C:27]1[CH:32]=[CH:31][C:30]([Cl:33])=[CH:29][CH:28]=1)[C:7]([OH:9])=[O:8])([CH3:4])([CH3:3])[CH3:2].CC1CC2C(=CC=C(C)C=2)C(=O)C1.[BH4-].[Na+]. (4) Given the product [CH2:13]([C:15]1[S:52][C:18]2[N:19]([CH2:36][C:37]3[CH:42]=[CH:41][C:40]([C:43]4[CH:48]=[CH:47][CH:46]=[CH:45][C:44]=4[C:49]4[NH:3][C:4](=[O:7])[O:5][N:50]=4)=[CH:39][C:38]=3[CH3:51])[C:20](=[O:35])[N:21]([CH2:24][C:25]([C:27]3[CH:28]=[CH:29][C:30]([O:33][CH3:34])=[CH:31][CH:32]=3)=[O:26])[C:22](=[O:23])[C:17]=2[CH:16]=1)[CH3:14], predict the reactants needed to synthesize it. The reactants are: [Cl-].O[NH3+:3].[C:4](=[O:7])([O-])[OH:5].[Na+].CS(C)=O.[CH2:13]([C:15]1[S:52][C:18]2[N:19]([CH2:36][C:37]3[CH:42]=[CH:41][C:40]([C:43]4[C:44]([C:49]#[N:50])=[CH:45][CH:46]=[CH:47][CH:48]=4)=[CH:39][C:38]=3[CH3:51])[C:20](=[O:35])[N:21]([CH2:24][C:25]([C:27]3[CH:32]=[CH:31][C:30]([O:33][CH3:34])=[CH:29][CH:28]=3)=[O:26])[C:22](=[O:23])[C:17]=2[CH:16]=1)[CH3:14]. (5) Given the product [CH3:39][N:40]([CH3:44])[C:41](=[O:42])[O:52][CH:45]([C:30]1[N:31]([CH3:32])[C:27]([C:25]2[S:24][C:20]3[N:21]=[CH:22][N:23]=[C:18]([NH2:9])[C:19]=3[N:26]=2)=[C:28]([C:33]2[CH:38]=[CH:37][CH:36]=[CH:35][CH:34]=2)[N:29]=1)[C:46]1[CH:51]=[CH:50][CH:49]=[CH:48][CH:47]=1, predict the reactants needed to synthesize it. The reactants are: C([N:9]([C:18]1[C:19]2[N:26]=[C:25]([C:27]3[N:31]([CH3:32])[CH:30]=[N:29][C:28]=3[C:33]3[CH:38]=[CH:37][CH:36]=[CH:35][CH:34]=3)[S:24][C:20]=2[N:21]=[CH:22][N:23]=1)C(=O)C1C=CC=CC=1)(=O)C1C=CC=CC=1.[CH3:39][N:40]([CH3:44])[C:41](Cl)=[O:42].[CH:45](=[O:52])[C:46]1[CH:51]=[CH:50][CH:49]=[CH:48][CH:47]=1.CCN(C(C)C)C(C)C. (6) Given the product [CH2:1]([N:8]1[C:17](=[O:18])[C:16]2[C:11](=[CH:12][CH:13]=[C:14]([C:19]([OH:21])=[O:20])[CH:15]=2)[NH:10][C:9]1=[O:23])[C:2]1[CH:3]=[CH:4][CH:5]=[CH:6][CH:7]=1, predict the reactants needed to synthesize it. The reactants are: [CH2:1]([N:8]1[C:17](=[O:18])[C:16]2[C:11](=[CH:12][CH:13]=[C:14]([C:19]([O:21]C)=[O:20])[CH:15]=2)[NH:10][C:9]1=[O:23])[C:2]1[CH:7]=[CH:6][CH:5]=[CH:4][CH:3]=1.O1CCOCC1.O.Cl. (7) Given the product [NH2:1][C:2]1[C:7]([O:8][C:9]2[CH:14]=[CH:13][C:12]([F:15])=[CH:11][C:10]=2[F:16])=[CH:6][C:5]([CH2:29][CH2:24][CH2:25][CH3:26])=[CH:4][N:3]=1, predict the reactants needed to synthesize it. The reactants are: [NH2:1][C:2]1[C:7]([O:8][C:9]2[CH:14]=[CH:13][C:12]([F:15])=[CH:11][C:10]=2[F:16])=[CH:6][C:5](Br)=[CH:4][N:3]=1.C(=O)([O-])[O-].[Na+].[Na+].[C:24]1(C)[CH:29]=CC=[CH:26][CH:25]=1.C(B(CCCC)CCCC)CCC.